Task: Predict the reactants needed to synthesize the given product.. Dataset: Full USPTO retrosynthesis dataset with 1.9M reactions from patents (1976-2016) (1) Given the product [CH3:21][C:7]1[N:8]=[C:9]([C:11]2[CH:16]=[CH:15][CH:14]=[C:13]([C:17]([F:20])([F:18])[F:19])[CH:12]=2)[S:10][C:6]=1[CH2:4][OH:3], predict the reactants needed to synthesize it. The reactants are: C([O:3][C:4]([C:6]1[S:10][C:9]([C:11]2[CH:16]=[CH:15][CH:14]=[C:13]([C:17]([F:20])([F:19])[F:18])[CH:12]=2)=[N:8][C:7]=1[CH3:21])=O)C.[H-].[Al+3].[Li+].[H-].[H-].[H-]. (2) Given the product [Cl:1][C:2]1[C:7]([O:8][CH3:9])=[CH:6][C:5]([O:10][CH3:11])=[C:4]([Cl:12])[C:3]=1[NH2:13], predict the reactants needed to synthesize it. The reactants are: [Cl:1][C:2]1[C:7]([O:8][CH3:9])=[CH:6][C:5]([O:10][CH3:11])=[C:4]([Cl:12])[C:3]=1[NH:13]C(=O)C.CCO.[OH-].[K+].